From a dataset of Full USPTO retrosynthesis dataset with 1.9M reactions from patents (1976-2016). Predict the reactants needed to synthesize the given product. (1) Given the product [O:6]1[CH2:12][CH2:11][C:10](=[N:1][OH:2])[NH:9][CH2:8][CH2:7]1, predict the reactants needed to synthesize it. The reactants are: [NH2:1][OH:2].Cl.[OH-].[K+].[O:6]1[CH2:12][CH2:11][C:10](=S)[NH:9][CH2:8][CH2:7]1.C(OCC)C. (2) The reactants are: [Cl:1][C:2]1[CH:7]=[CH:6][C:5]([CH2:8][C@@H:9]([C:13]2[CH:18]=[CH:17][CH:16]=[C:15]([C:19]#[N:20])[CH:14]=2)[C@@H:10]([NH2:12])[CH3:11])=[CH:4][CH:3]=1.[C:21]1(CC(=O)C(O)=O)[CH:26]=[CH:25][CH:24]=[CH:23][CH:22]=1.[C:43]([O:42][BH-]([O:42][C:43](=[O:45])[CH3:44])[O:42][C:43](=[O:45])[CH3:44])(=[O:45])[CH3:44].[Na+].Cl[CH:48](Cl)C. Given the product [Cl:1][C:2]1[CH:7]=[CH:6][C:5]([CH2:8][C@@H:9]([C:13]2[CH:18]=[CH:17][CH:16]=[C:15]([C:19]#[N:20])[CH:14]=2)[C@@H:10]([NH:12][CH:44]([C:21]2[CH:26]=[CH:25][CH:24]=[CH:23][CH:22]=2)[C:43]([O:42][CH3:48])=[O:45])[CH3:11])=[CH:4][CH:3]=1, predict the reactants needed to synthesize it. (3) Given the product [Cl:1][C:2]1[CH:3]=[CH:4][C:5]([C:8]2[S:12][C:11]3[C:13](=[O:15])[N:19]([CH2:21][C:34]4[CH:33]=[CH:32][CH:31]=[C:30]([O:29][CH2:28][CH:25]5[CH2:26][CH2:27][N:23]([CH3:22])[CH2:24]5)[CH:35]=4)[CH:18]=[N:17][C:10]=3[CH:9]=2)=[CH:6][CH:7]=1, predict the reactants needed to synthesize it. The reactants are: [Cl:1][C:2]1[CH:7]=[CH:6][C:5]([C:8]2[S:12][C:11]([C:13]([O:15]C)=O)=[C:10](/[N:17]=[CH:18]/[N:19]([CH3:21])C)[CH:9]=2)=[CH:4][CH:3]=1.[CH3:22][N:23]1[CH2:27][CH2:26][CH:25]([CH2:28][O:29][C:30]2[CH:31]=[C:32](CN)[CH:33]=[CH:34][CH:35]=2)[CH2:24]1. (4) Given the product [CH3:1][O:2][C:3]([C:5]1[CH:6]=[C:7]2[CH:13]=[C:12]([C:14](=[O:25])[NH:15][CH:16]3[CH2:21][CH2:20][N:19]([CH:22]([CH3:23])[CH3:24])[CH2:18][CH2:17]3)[N:11]([CH2:29][C:30]3[CH:34]=[C:33]([C:35]4[S:36][C:37]([Cl:40])=[CH:38][CH:39]=4)[O:32][N:31]=3)[C:8]2=[N:9][CH:10]=1)=[O:4], predict the reactants needed to synthesize it. The reactants are: [CH3:1][O:2][C:3]([C:5]1[CH:6]=[C:7]2[CH:13]=[C:12]([C:14](=[O:25])[NH:15][CH:16]3[CH2:21][CH2:20][N:19]([CH:22]([CH3:24])[CH3:23])[CH2:18][CH2:17]3)[NH:11][C:8]2=[N:9][CH:10]=1)=[O:4].[H-].[Na+].Br[CH2:29][C:30]1[CH:34]=[C:33]([C:35]2[S:36][C:37]([Cl:40])=[CH:38][CH:39]=2)[O:32][N:31]=1.O. (5) Given the product [C:18]([OH:20])(=[O:19])[CH2:17][CH2:16][CH2:15][CH2:14][CH2:13][CH2:12][CH2:11]/[CH:10]=[CH:9]\[CH2:8]/[CH:7]=[CH:6]\[CH2:5][CH2:4][CH2:3][CH2:2][CH3:1], predict the reactants needed to synthesize it. The reactants are: [CH3:1][CH2:2][CH2:3][CH2:4][CH2:5][CH2:6][CH2:7][CH2:8][CH2:9][CH2:10][CH2:11][CH2:12][CH2:13][CH2:14][CH2:15][CH2:16][CH2:17][C:18]([O:20]CC([O:20][C:18]([CH2:17][CH2:16][CH2:15][CH2:14][CH2:13][CH2:12][CH2:11][CH2:10][CH2:9][CH2:8][CH2:7][CH2:6][CH2:5][CH2:4][CH2:3][CH2:2][CH3:1])=[O:19])C[O:20][C:18]([CH2:17][CH2:16][CH2:15][CH2:14][CH2:13][CH2:12][CH2:11][CH2:10][CH2:9][CH2:8][CH2:7][CH2:6][CH2:5][CH2:4][CH2:3][CH2:2][CH3:1])=[O:19])=[O:19]. (6) Given the product [Cl:1][C:2]1[CH:3]=[C:4]([NH:15][C:16]2[C:25]3[C:20](=[CH:21][C:22](/[CH:26]=[CH:27]/[CH2:28][CH2:29][N:44]([CH3:45])[CH3:43])=[CH:23][CH:24]=3)[N:19]=[CH:18][C:17]=2[C:41]#[N:42])[CH:5]=[CH:6][C:7]=1[S:8][C:9]1[N:10]([CH3:14])[CH:11]=[CH:12][N:13]=1.[Cl:1][C:2]1[CH:3]=[C:4]([NH:15][C:16]2[C:25]3[C:20](=[CH:21][C:22]([CH:26]=[CH:27][CH2:28][CH2:29][O:30][S:31]([C:34]4[CH:35]=[CH:36][C:37]([CH3:40])=[CH:38][CH:39]=4)(=[O:33])=[O:32])=[CH:23][CH:24]=3)[N:19]=[CH:18][C:17]=2[C:41]#[N:42])[CH:5]=[CH:6][C:7]=1[S:8][C:9]1[N:10]([CH3:14])[CH:11]=[CH:12][N:13]=1, predict the reactants needed to synthesize it. The reactants are: [Cl:1][C:2]1[CH:3]=[C:4]([NH:15][C:16]2[C:25]3[C:20](=[CH:21][C:22]([CH:26]=[CH:27][CH2:28][CH2:29][O:30][S:31]([C:34]4[CH:39]=[CH:38][C:37]([CH3:40])=[CH:36][CH:35]=4)(=[O:33])=[O:32])=[CH:23][CH:24]=3)[N:19]=[CH:18][C:17]=2[C:41]#[N:42])[CH:5]=[CH:6][C:7]=1[S:8][C:9]1[N:10]([CH3:14])[CH:11]=[CH:12][N:13]=1.[CH3:43][NH:44][CH3:45].BrC1C=C2C(C(NC3C=CC(SC4N(C)C=CN=4)=C(Cl)C=3)=C(C#N)C=N2)=CC=1.S(C1C=CC(C)=CC=1)(OCC/C=C/[Sn](CCCC)(CCCC)CCCC)(=O)=O. (7) Given the product [CH3:55][C:54]1[C:50]([N:43]([CH2:44][O:45][CH2:46][CH2:47][O:48][CH3:49])[S:40]([C:35]2[S:36][C:37]([CH3:39])=[CH:38][C:34]=2[C:2]2[CH:23]=[CH:22][C:5]([CH2:6][N:7]3[C:16]4[C:11](=[C:12]([CH2:19][CH3:20])[N:13]=[C:14]([CH2:17][CH3:18])[CH:15]=4)[CH:10]=[CH:9][C:8]3=[O:21])=[CH:4][C:3]=2[F:24])(=[O:42])=[O:41])=[N:51][O:52][C:53]=1[CH3:56], predict the reactants needed to synthesize it. The reactants are: Br[C:2]1[CH:23]=[CH:22][C:5]([CH2:6][N:7]2[C:16]3[C:11](=[C:12]([CH2:19][CH3:20])[N:13]=[C:14]([CH2:17][CH3:18])[CH:15]=3)[CH:10]=[CH:9][C:8]2=[O:21])=[CH:4][C:3]=1[F:24].C(=O)([O-])[O-].[Na+].[Na+].B([C:34]1[CH:38]=[C:37]([CH3:39])[S:36][C:35]=1[S:40]([N:43]([C:50]1[C:54]([CH3:55])=[C:53]([CH3:56])[O:52][N:51]=1)[CH2:44][O:45][CH2:46][CH2:47][O:48][CH3:49])(=[O:42])=[O:41])(O)O. (8) Given the product [CH3:30][O:29][C:27](=[O:28])[CH2:26][O:1][C:2]1[CH:21]=[CH:20][C:5]([CH:6]=[C:7]2[CH2:12][CH2:11][CH2:10][N:9]([C:13]([O:15][C:16]([CH3:19])([CH3:17])[CH3:18])=[O:14])[CH2:8]2)=[CH:4][C:3]=1[N+:22]([O-:24])=[O:23], predict the reactants needed to synthesize it. The reactants are: [OH:1][C:2]1[CH:21]=[CH:20][C:5]([CH:6]=[C:7]2[CH2:12][CH2:11][CH2:10][N:9]([C:13]([O:15][C:16]([CH3:19])([CH3:18])[CH3:17])=[O:14])[CH2:8]2)=[CH:4][C:3]=1[N+:22]([O-:24])=[O:23].Br[CH2:26][C:27]([O:29][CH3:30])=[O:28].C([O-])([O-])=O.[Cs+].[Cs+].N[C@H](C(O)=O)CC1C=C2C(C=CC=C2)=CC=1. (9) Given the product [OH:2][C:3]1[CH:11]=[CH:10][CH:9]=[C:8]([CH3:12])[C:4]=1[C:5]([OH:7])=[O:6], predict the reactants needed to synthesize it. The reactants are: C[O:2][C:3]1[CH:11]=[CH:10][CH:9]=[C:8]([CH3:12])[C:4]=1[C:5]([OH:7])=[O:6].B(Br)(Br)Br. (10) Given the product [N:1]([CH2:4][C@H:5]1[CH2:10][CH2:9][CH2:8][CH2:7][C@@H:6]1[NH:11][CH:13]1[CH2:14][CH2:15][N:16]([CH:19]2[CH2:20][CH2:21][N:22]([C:25]([O:27][C:28]([CH3:31])([CH3:30])[CH3:29])=[O:26])[CH2:23][CH2:24]2)[CH2:17][CH2:18]1)=[N+:2]=[N-:3], predict the reactants needed to synthesize it. The reactants are: [N:1]([CH2:4][C@H:5]1[CH2:10][CH2:9][CH2:8][CH2:7][C@@H:6]1[NH2:11])=[N+:2]=[N-:3].O=[C:13]1[CH2:18][CH2:17][N:16]([CH:19]2[CH2:24][CH2:23][N:22]([C:25]([O:27][C:28]([CH3:31])([CH3:30])[CH3:29])=[O:26])[CH2:21][CH2:20]2)[CH2:15][CH2:14]1.C(O[BH-](OC(=O)C)OC(=O)C)(=O)C.[Na+].